From a dataset of NCI-60 drug combinations with 297,098 pairs across 59 cell lines. Regression. Given two drug SMILES strings and cell line genomic features, predict the synergy score measuring deviation from expected non-interaction effect. Drug 1: CS(=O)(=O)C1=CC(=C(C=C1)C(=O)NC2=CC(=C(C=C2)Cl)C3=CC=CC=N3)Cl. Drug 2: C1=CN(C=N1)CC(O)(P(=O)(O)O)P(=O)(O)O. Cell line: SNB-75. Synergy scores: CSS=9.70, Synergy_ZIP=-1.64, Synergy_Bliss=1.52, Synergy_Loewe=-10.00, Synergy_HSA=-0.938.